Dataset: Reaction yield outcomes from USPTO patents with 853,638 reactions. Task: Predict the reaction yield, written as a fraction of the theoretical maximum amount of product (1.0 means a 100% yield; for example, 0.34 means a 34% yield). The reactants are [Al+3].[Cl-].[Cl-].[Cl-].[C:5](Cl)(=[O:7])[CH3:6].C[O:10][C:11]1[CH:16]=[CH:15][C:14]([C:17]2([C:20]([O:22][CH3:23])=[O:21])[CH2:19][CH2:18]2)=[CH:13][CH:12]=1. The catalyst is C(=S)=S. The product is [CH3:23][O:22][C:20]([C:17]1([C:14]2[CH:15]=[CH:16][C:11]([OH:10])=[C:12]([C:5](=[O:7])[CH3:6])[CH:13]=2)[CH2:19][CH2:18]1)=[O:21]. The yield is 0.810.